From a dataset of Full USPTO retrosynthesis dataset with 1.9M reactions from patents (1976-2016). Predict the reactants needed to synthesize the given product. (1) Given the product [C:34]([NH2:33])(=[O:35])[C:36]1[CH:43]=[CH:42][CH:39]=[CH:38][CH:37]=1, predict the reactants needed to synthesize it. The reactants are: CC1SC=C(COC2C=CC([N+]([O-])=O)=C([N+]([O-])=O)C=2)N=1.O1CCN(C2C=CC([NH:33][C:34]([C:36]3[CH:43]=[CH:42][C:39](C=O)=[CH:38][CH:37]=3)=[O:35])=CC=2)CC1. (2) Given the product [ClH:30].[F:28][C:22]1[CH:23]=[CH:24][C:25]([F:27])=[CH:26][C:21]=1[CH2:20][NH:7][C:8]1[N:13]=[C:12]([N:14]2[CH2:15][CH2:16][NH:17][CH2:18][CH2:19]2)[CH:11]=[N:10][CH:9]=1, predict the reactants needed to synthesize it. The reactants are: C(OC(=O)[N:7]([CH2:20][C:21]1[CH:26]=[C:25]([F:27])[CH:24]=[CH:23][C:22]=1[F:28])[C:8]1[N:13]=[C:12]([N:14]2[CH2:19][CH2:18][NH:17][CH2:16][CH2:15]2)[CH:11]=[N:10][CH:9]=1)(C)(C)C.[ClH:30].CCOCC.C(OCC)C.